This data is from Full USPTO retrosynthesis dataset with 1.9M reactions from patents (1976-2016). The task is: Predict the reactants needed to synthesize the given product. (1) The reactants are: [C:1]1([N:7]2[C:11]([C:12]3[CH:17]=[CH:16][C:15]([CH3:18])=[CH:14][CH:13]=3)=[CH:10][C:9]([CH2:19][CH2:20][CH:21]=O)=[N:8]2)[CH:6]=[CH:5][CH:4]=[CH:3][CH:2]=1.[Cl:23][C:24]1[CH:29]=[CH:28][C:27]([N:30]2[CH2:35][CH2:34][NH:33][CH2:32][CH2:31]2)=[CH:26][CH:25]=1.CCN(C(C)C)C(C)C.[BH-](OC(C)=O)(OC(C)=O)OC(C)=O.[Na+]. Given the product [Cl:23][C:24]1[CH:25]=[CH:26][C:27]([N:30]2[CH2:35][CH2:34][N:33]([CH2:21][CH2:20][CH2:19][C:9]3[CH:10]=[C:11]([C:12]4[CH:17]=[CH:16][C:15]([CH3:18])=[CH:14][CH:13]=4)[N:7]([C:1]4[CH:6]=[CH:5][CH:4]=[CH:3][CH:2]=4)[N:8]=3)[CH2:32][CH2:31]2)=[CH:28][CH:29]=1, predict the reactants needed to synthesize it. (2) Given the product [CH3:28][C:4]1[N:3]=[CH:2][CH:27]=[CH:26][C:5]=1[C:6]([NH2:8])=[O:7], predict the reactants needed to synthesize it. The reactants are: Cl[C:2]1[CH:27]=[CH:26][C:5]([C:6]([NH:8]C2C=CC(Cl)=C(NC(=O)C3C=CC=C(Cl)C=3)C=2)=[O:7])=[C:4]([CH3:28])[N:3]=1.C[C@H]1CNC[C@@H](C)N1. (3) The reactants are: [CH3:1][O:2][C:3]1[CH:8]=[CH:7][CH:6]=[CH:5][C:4]=1[C@H:9]1[O:14][C:13](=[O:15])[NH:12][CH2:11][CH2:10]1.[CH3:16]C([O-])(C)C.[K+].Br[CH2:23][C:24]1[CH:29]=[C:28]([C:30]([F:33])([F:32])[F:31])[CH:27]=[CH:26][C:25]=1[C:34]1[CH:35]=[C:36]([C:42]2[CH:47]=[CH:46][C:45]([C:48]([O-:50])=[O:49])=[CH:44][C:43]=2[CH3:51])[CH:37]=[CH:38][C:39]=1[O:40][CH3:41]. Given the product [CH3:41][O:40][C:39]1[CH:38]=[CH:37][C:36]([C:42]2[CH:47]=[CH:46][C:45]([C:48]([O:50][CH3:16])=[O:49])=[CH:44][C:43]=2[CH3:51])=[CH:35][C:34]=1[C:25]1[CH:26]=[CH:27][C:28]([C:30]([F:32])([F:33])[F:31])=[CH:29][C:24]=1[CH2:23][N:12]1[CH2:11][CH2:10][C@@H:9]([C:4]2[CH:5]=[CH:6][CH:7]=[CH:8][C:3]=2[O:2][CH3:1])[O:14][C:13]1=[O:15], predict the reactants needed to synthesize it. (4) Given the product [Cl:35][C:26]1[C:27]([C:29]2[CH:30]=[N:31][CH:32]=[CH:33][CH:34]=2)=[N:28][C:23]([NH:22][CH:19]2[CH2:20][CH2:21][N:16]([C:14]([C:11]3[CH:12]=[CH:13][C:8]([NH:7][C:5](=[O:6])/[CH:4]=[CH:3]/[CH2:2][N:36]([CH3:38])[CH3:37])=[CH:9][CH:10]=3)=[O:15])[CH2:17][CH2:18]2)=[N:24][CH:25]=1, predict the reactants needed to synthesize it. The reactants are: Br[CH2:2]/[CH:3]=[CH:4]/[C:5]([NH:7][C:8]1[CH:13]=[CH:12][C:11]([C:14]([N:16]2[CH2:21][CH2:20][CH:19]([NH:22][C:23]3[N:28]=[C:27]([C:29]4[CH:30]=[N:31][CH:32]=[CH:33][CH:34]=4)[C:26]([Cl:35])=[CH:25][N:24]=3)[CH2:18][CH2:17]2)=[O:15])=[CH:10][CH:9]=1)=[O:6].[NH:36]([CH3:38])[CH3:37].CCN(C(C)C)C(C)C. (5) Given the product [CH2:1]([N:8]1[C:16]2[C:11](=[CH:12][C:13]([C:17]3[CH:18]=[CH:19][C:20]([OH:23])=[CH:21][CH:22]=3)=[CH:14][CH:15]=2)[C:10]([CH3:25])=[C:9]1[CH3:26])[C:2]1[CH:3]=[CH:4][CH:5]=[CH:6][CH:7]=1, predict the reactants needed to synthesize it. The reactants are: [CH2:1]([N:8]1[C:16]2[C:11](=[CH:12][C:13]([C:17]3[CH:22]=[CH:21][C:20]([O:23]C)=[CH:19][CH:18]=3)=[CH:14][CH:15]=2)[C:10]([CH3:25])=[C:9]1[CH3:26])[C:2]1[CH:7]=[CH:6][CH:5]=[CH:4][CH:3]=1.B(Br)(Br)Br. (6) Given the product [CH:18]([NH:21][CH:10]1[CH2:11][CH2:12][N:7]([C:4]2[CH:5]=[CH:6][N:1]=[CH:2][CH:3]=2)[CH2:8][CH2:9]1)([CH3:20])[CH3:19], predict the reactants needed to synthesize it. The reactants are: [N:1]1[CH:6]=[CH:5][C:4]([N:7]2[CH2:12][CH2:11][C:10](=O)[CH2:9][CH2:8]2)=[CH:3][CH:2]=1.CC(O)=O.[CH:18]([NH2:21])([CH3:20])[CH3:19].[BH3-]C#N.[Na+]. (7) Given the product [Br:1][C:2]1[CH:7]=[C:6]([O:11][CH3:10])[CH:5]=[C:4]([F:9])[CH:3]=1, predict the reactants needed to synthesize it. The reactants are: [Br:1][C:2]1[CH:7]=[C:6](F)[CH:5]=[C:4]([F:9])[CH:3]=1.[CH3:10][O-:11].[Na+].C(Cl)Cl. (8) Given the product [CH2:8]([O:10][C:11](=[O:26])[C:12]([C:19]1[CH:20]=[CH:21][C:22]([Cl:25])=[CH:23][CH:24]=1)([F:18])[CH2:7][CH2:6][NH:3][C:4]([O:48][C:45]([CH3:47])([CH3:46])[CH3:44])=[O:34])[CH3:9], predict the reactants needed to synthesize it. The reactants are: C([N:3]([CH2:6][CH3:7])[CH2:4]C)C.[CH2:8]([O:10][C:11](=[O:26])[C:12]([C:19]1[CH:24]=[CH:23][C:22]([Cl:25])=[CH:21][CH:20]=1)([F:18])CCC(O)=O)[CH3:9].C1(P(N=[N+]=[N-])(C2C=CC=CC=2)=[O:34])C=CC=CC=1.[CH3:44][C:45]([OH:48])([CH3:47])[CH3:46]. (9) Given the product [Cl:10][C:7]1[CH:8]=[CH:9][C:4]([CH2:3][CH2:2][N:19]2[C:15]3[CH:16]=[CH:17][CH:18]=[C:13]([Cl:12])[C:14]=3[C:24]3[CH2:23][N:22]([CH3:21])[CH2:27][CH2:26][C:25]2=3)=[CH:5][CH:6]=1, predict the reactants needed to synthesize it. The reactants are: Br[CH2:2][CH2:3][C:4]1[CH:9]=[CH:8][C:7]([Cl:10])=[CH:6][CH:5]=1.Cl.[Cl:12][C:13]1[CH:14]=[C:15]([NH:19]N)[CH:16]=[CH:17][CH:18]=1.[CH3:21][N:22]1[CH2:27][CH2:26][C:25](=O)[CH2:24][CH2:23]1.